Dataset: Catalyst prediction with 721,799 reactions and 888 catalyst types from USPTO. Task: Predict which catalyst facilitates the given reaction. (1) Reactant: S(Cl)([Cl:3])=O.O[CH2:6][N:7]1[C:11]([CH3:13])([CH3:12])[C:10](=[O:14])[NH:9][C:8]1=[O:15]. Product: [Cl:3][CH2:6][N:7]1[C:11]([CH3:13])([CH3:12])[C:10](=[O:14])[NH:9][C:8]1=[O:15]. The catalyst class is: 2. (2) Reactant: [S:1](Cl)(Cl)(=[O:3])=[O:2].[CH:6]1[C:15]2C=CC=C(S(Cl)(=O)=O)[C:10]=2[CH:9]=[CH:8][N:7]=1.N1C=CC=C(S(Cl)(=O)=O)C=1. Product: [S:1](=[C:6]1[CH2:15][CH2:10][CH2:9][CH2:8][NH:7]1)(=[O:3])=[O:2]. The catalyst class is: 66.